From a dataset of Forward reaction prediction with 1.9M reactions from USPTO patents (1976-2016). Predict the product of the given reaction. (1) Given the reactants [O:1]=[C:2]1CCC[C:8]2NC(=S)C(C#N)=C[C:3]1=2.[NH2:15][C:16]1[CH2:21][CH:20]([C:22]2[CH:27]=[CH:26][CH:25]=[CH:24][CH:23]=2)[CH2:19][C:18](=[O:28])[CH:17]=1.C(OCC)(=O)C#C, predict the reaction product. The product is: [C:22]1([CH:20]2[CH2:21][C:16]3[NH:15][C:2](=[O:1])[CH:3]=[CH:8][C:17]=3[C:18](=[O:28])[CH2:19]2)[CH:27]=[CH:26][CH:25]=[CH:24][CH:23]=1. (2) Given the reactants Cl.[NH:2]1[CH2:5][CH:4]([CH:6]([C:11]2[CH:12]=[C:13]([N:18]3[CH:22]=[N:21][N:20]=[CH:19]3)[CH:14]=[C:15]([F:17])[CH:16]=2)[C:7]([F:10])([CH3:9])[CH3:8])[CH2:3]1.Br[CH:24]([C:33]1[CH:38]=[CH:37][C:36]([Cl:39])=[CH:35][CH:34]=1)[C:25]1[CH:26]=[C:27]([CH:30]=[CH:31][CH:32]=1)[C:28]#[N:29].C(N(C(C)C)CC)(C)C, predict the reaction product. The product is: [Cl:39][C:36]1[CH:35]=[CH:34][C:33]([CH:24]([N:2]2[CH2:3][CH:4]([CH:6]([C:11]3[CH:12]=[C:13]([N:18]4[CH:19]=[N:20][N:21]=[CH:22]4)[CH:14]=[C:15]([F:17])[CH:16]=3)[C:7]([F:10])([CH3:9])[CH3:8])[CH2:5]2)[C:25]2[CH:26]=[C:27]([CH:30]=[CH:31][CH:32]=2)[C:28]#[N:29])=[CH:38][CH:37]=1. (3) Given the reactants [Cl:1][C:2]1[N:3]=[C:4](Cl)[C:5]2[CH2:10][CH2:9][CH:8]([C:11]3[CH:16]=[CH:15][CH:14]=[CH:13][CH:12]=3)[C:6]=2[N:7]=1.[CH3:18][NH:19][CH2:20][CH3:21], predict the reaction product. The product is: [Cl:1][C:2]1[N:3]=[C:4]([N:19]([CH2:20][CH3:21])[CH3:18])[C:5]2[CH2:10][CH2:9][CH:8]([C:11]3[CH:16]=[CH:15][CH:14]=[CH:13][CH:12]=3)[C:6]=2[N:7]=1.